From a dataset of Reaction yield outcomes from USPTO patents with 853,638 reactions. Predict the reaction yield, written as a fraction of the theoretical maximum amount of product (1.0 means a 100% yield; for example, 0.34 means a 34% yield). (1) The reactants are [Br:1][C:2]1[CH:14]=[C:13]2[C:5]([C:6]3[CH:7]=[CH:8][C:9]([C:21]4[CH:33]=[CH:32][C:31]5[C:30]6[C:25](=[CH:26][C:27](I)=[CH:28][CH:29]=6)[C:24]([CH2:38][CH2:39][CH3:40])([CH2:35][CH2:36][CH3:37])[C:23]=5[CH:22]=4)=[CH:10][C:11]=3[C:12]2([CH2:18][CH2:19][CH3:20])[CH2:15][CH2:16][CH3:17])=[CH:4][CH:3]=1.[CH2:41]([CH:43]([CH2:61][CH2:62][CH2:63][CH3:64])[CH2:44][O:45][C:46]1[CH:51]=[CH:50][C:49](B2OC(C)(C)C(C)(C)O2)=[CH:48][CH:47]=1)[CH3:42].C(=O)([O-])[O-].[K+].[K+].C1(C)C=CC=CC=1. The catalyst is C1C=CC([P]([Pd]([P](C2C=CC=CC=2)(C2C=CC=CC=2)C2C=CC=CC=2)([P](C2C=CC=CC=2)(C2C=CC=CC=2)C2C=CC=CC=2)[P](C2C=CC=CC=2)(C2C=CC=CC=2)C2C=CC=CC=2)(C2C=CC=CC=2)C2C=CC=CC=2)=CC=1.O.CC(O)(C)C. The product is [Br:1][C:2]1[CH:14]=[C:13]2[C:5]([C:6]3[CH:7]=[CH:8][C:9]([C:21]4[CH:33]=[CH:32][C:31]5[C:30]6[C:25](=[CH:26][C:27]([C:49]7[CH:50]=[CH:51][C:46]([O:45][CH2:44][CH:43]([CH2:41][CH3:42])[CH2:61][CH2:62][CH2:63][CH3:64])=[CH:47][CH:48]=7)=[CH:28][CH:29]=6)[C:24]([CH2:38][CH2:39][CH3:40])([CH2:35][CH2:36][CH3:37])[C:23]=5[CH:22]=4)=[CH:10][C:11]=3[C:12]2([CH2:18][CH2:19][CH3:20])[CH2:15][CH2:16][CH3:17])=[CH:4][CH:3]=1. The yield is 0.230. (2) The reactants are C(N(CC)CC)C.[N:8]([C:11]1[CH:18]=[CH:17][C:14]([C:15]#[N:16])=[C:13]([C:19]([F:22])([F:21])[F:20])[CH:12]=1)=[C:9]=[S:10].[OH:23][C:24]1[CH:29]=[CH:28][C:27]([NH:30][C:31]([CH3:35])([CH3:34])[C:32]#[N:33])=[CH:26][CH:25]=1.ClCCl.CC(C)=O. The catalyst is C1COCC1. The product is [OH:23][C:24]1[CH:25]=[CH:26][C:27]([N:30]2[C:31]([CH3:34])([CH3:35])[C:32](=[NH:33])[N:8]([C:11]3[CH:18]=[CH:17][C:14]([C:15]#[N:16])=[C:13]([C:19]([F:20])([F:22])[F:21])[CH:12]=3)[C:9]2=[S:10])=[CH:28][CH:29]=1. The yield is 0.340. (3) The reactants are [OH:1][CH2:2][CH:3]([C:5]1[CH:6]=[C:7]([C:14]2([C:20]3[CH:25]=[CH:24][CH:23]=[CH:22][CH:21]=3)OCCC[O:15]2)[CH:8]=[CH:9][C:10]=1[N+:11]([O-:13])=[O:12])[CH3:4].Cl. The catalyst is C(O)C.O. The product is [C:14]([C:7]1[CH:8]=[CH:9][C:10]([N+:11]([O-:13])=[O:12])=[C:5]([CH:3]([CH3:4])[CH2:2][OH:1])[CH:6]=1)(=[O:15])[C:20]1[CH:21]=[CH:22][CH:23]=[CH:24][CH:25]=1. The yield is 0.910. (4) The reactants are CO[C:3](OC)([N:5]([CH3:7])[CH3:6])[CH3:4].[NH2:10][C:11]([NH2:13])=[S:12]. The catalyst is C(Cl)Cl. The product is [NH2:10][C:11](/[N:13]=[C:3](/[N:5]([CH3:7])[CH3:6])\[CH3:4])=[S:12]. The yield is 0.760. (5) The reactants are [Br:1][C:2]1[C:3]([OH:10])=[C:4]([C:7]([OH:9])=O)[S:5][CH:6]=1.[F:11][C:12]([F:25])([F:24])[C:13]1[CH:14]=[C:15]([CH:17]=[C:18]([C:20]([F:23])([F:22])[F:21])[CH:19]=1)[NH2:16]. No catalyst specified. The product is [Br:1][C:2]1[C:3]([OH:10])=[C:4]([C:7]([NH:16][C:15]2[CH:17]=[C:18]([C:20]([F:21])([F:22])[F:23])[CH:19]=[C:13]([C:12]([F:11])([F:24])[F:25])[CH:14]=2)=[O:9])[S:5][CH:6]=1. The yield is 0.824. (6) The reactants are [CH3:1][O:2][C:3]1[C:8]2[NH:9][C:10]([C:12]3[S:13][CH:14]=[CH:15][CH:16]=3)=[N:11][C:7]=2[C:6]([C:17]([O:19]C)=[O:18])=[CH:5][CH:4]=1.[OH-].[Na+]. The catalyst is C(O)C.O. The product is [CH3:1][O:2][C:3]1[C:8]2[NH:9][C:10]([C:12]3[S:13][CH:14]=[CH:15][CH:16]=3)=[N:11][C:7]=2[C:6]([C:17]([OH:19])=[O:18])=[CH:5][CH:4]=1. The yield is 0.580.